Task: Predict the product of the given reaction.. Dataset: Forward reaction prediction with 1.9M reactions from USPTO patents (1976-2016) (1) The product is: [Cl:11][C:12]1[CH:17]=[CH:16][C:15]([C:2]2[CH:7]=[CH:6][CH:5]=[CH:4][C:3]=2[CH2:8][C:9]#[N:10])=[CH:14][CH:13]=1. Given the reactants Br[C:2]1[CH:7]=[CH:6][CH:5]=[CH:4][C:3]=1[CH2:8][C:9]#[N:10].[Cl:11][C:12]1[CH:17]=[CH:16][C:15](B(O)O)=[CH:14][CH:13]=1.C([O-])([O-])=O.[Na+].[Na+], predict the reaction product. (2) Given the reactants [F:1][CH:2]([F:33])[C:3]([C:6]1[CH:11]=[CH:10]N=[C:8]([O:12][C@@H:13]2[CH2:18][CH2:17][C@@H:16]([CH3:19])[N:15]([C:20]([C:22]3[CH:27]=[CH:26][CH:25]=[CH:24][C:23]=3[N:28]3[N:32]=[CH:31][CH:30]=[N:29]3)=[O:21])[CH2:14]2)[CH:7]=1)([OH:5])[CH3:4].N1N(C2C=CC=CC=2C(N2[C@H](C)CC[C@@H](OC3C=C(C(O)(C)C(P(=O)(OCC)OCC)(F)F)C=CN=3)C2)=O)N=[CH:37]C=1, predict the reaction product. The product is: [F:1][CH:2]([F:33])[C:3]([C:6]1[CH:11]=[CH:10][CH:37]=[C:8]([O:12][C@@H:13]2[CH2:18][CH2:17][C@@H:16]([CH3:19])[N:15]([C:20]([C:22]3[CH:27]=[CH:26][CH:25]=[CH:24][C:23]=3[N:28]3[N:32]=[CH:31][CH:30]=[N:29]3)=[O:21])[CH2:14]2)[CH:7]=1)([OH:5])[CH3:4]. (3) Given the reactants [NH2:1][C:2]1[C:3](=[O:30])[NH:4][C:5]2[C:10]([N:11]=1)=[C:9]([O:12][C:13]1[CH:18]=[C:17]([C:19]3[CH:24]=[CH:23][C:22]([C:25]([F:28])([F:27])[F:26])=[CH:21][CH:20]=3)[N:16]=[C:15](Cl)[N:14]=1)[CH:8]=[CH:7][CH:6]=2.[NH2:31][CH2:32][CH:33]1[CH2:38][CH2:37][CH2:36][CH2:35][N:34]1[C:39]([O:41][C:42]([CH3:45])([CH3:44])[CH3:43])=[O:40], predict the reaction product. The product is: [NH2:1][C:2]1[C:3](=[O:30])[NH:4][C:5]2[C:10]([N:11]=1)=[C:9]([O:12][C:13]1[CH:18]=[C:17]([C:19]3[CH:24]=[CH:23][C:22]([C:25]([F:28])([F:27])[F:26])=[CH:21][CH:20]=3)[N:16]=[C:15]([NH:31][CH2:32][CH:33]3[CH2:38][CH2:37][CH2:36][CH2:35][N:34]3[C:39]([O:41][C:42]([CH3:45])([CH3:44])[CH3:43])=[O:40])[N:14]=1)[CH:8]=[CH:7][CH:6]=2.